Task: Predict which catalyst facilitates the given reaction.. Dataset: Catalyst prediction with 721,799 reactions and 888 catalyst types from USPTO Product: [CH2:1]([N:8]1[C@@H:16]2[C@H:11]([C@H:12]([CH2:19][C:20]3[CH:25]=[CH:24][C:23]([OH:26])=[C:22]([CH2:28][CH3:29])[CH:21]=3)[CH2:13][S:14](=[O:18])(=[O:17])[CH2:15]2)[O:10][C:9]1=[O:30])[C:2]1[CH:7]=[CH:6][CH:5]=[CH:4][CH:3]=1. Reactant: [CH2:1]([N:8]1[C@@H:16]2[C@H:11]([C@H:12]([CH2:19][C:20]3[CH:25]=[CH:24][C:23]([O:26]C)=[C:22]([CH2:28][CH3:29])[CH:21]=3)[CH2:13][S:14](=[O:18])(=[O:17])[CH2:15]2)[O:10][C:9]1=[O:30])[C:2]1[CH:7]=[CH:6][CH:5]=[CH:4][CH:3]=1.B(Br)(Br)Br.N. The catalyst class is: 828.